From a dataset of HIV replication inhibition screening data with 41,000+ compounds from the AIDS Antiviral Screen. Binary Classification. Given a drug SMILES string, predict its activity (active/inactive) in a high-throughput screening assay against a specified biological target. (1) The compound is CCOC(=O)C(=Cc1ccccc1Cl)P(=O)(OCC)OCC. The result is 0 (inactive). (2) The molecule is CCOC(=O)C1C(c2ccc(OC)cc2)c2c(n[nH]c2O)CC1(O)OCC. The result is 0 (inactive). (3) The drug is O=C1c2ccccc2C(=O)c2c(O)c(NCCCNCCO)cc(O)c21. The result is 0 (inactive).